The task is: Predict the reactants needed to synthesize the given product.. This data is from Full USPTO retrosynthesis dataset with 1.9M reactions from patents (1976-2016). (1) Given the product [CH2:9]([N:8]([CH2:12][CH2:13][CH3:14])[C:5]1[CH:6]=[CH:7][C:2]([CH3:1])=[C:3]([NH:15][C:26]([NH:25][C:18]2[C:17]([CH3:16])=[CH:22][C:21]([CH3:23])=[CH:20][C:19]=2[CH3:24])=[S:27])[CH:4]=1)[CH2:10][CH3:11], predict the reactants needed to synthesize it. The reactants are: [CH3:1][C:2]1[CH:7]=[CH:6][C:5]([N:8]([CH2:12][CH2:13][CH3:14])[CH2:9][CH2:10][CH3:11])=[CH:4][C:3]=1[NH2:15].[CH3:16][C:17]1[CH:22]=[C:21]([CH3:23])[CH:20]=[C:19]([CH3:24])[C:18]=1[N:25]=[C:26]=[S:27]. (2) Given the product [Br:13][C:14]1[CH:15]=[C:16]([NH:20][C:21]2[C:30]3[C:25](=[CH:26][C:27]([O:36][CH3:37])=[C:28]([O:31][CH2:32][CH:33]([OH:34])[CH2:35][N:10]4[CH2:9][CH2:8][N:7]([CH2:6][C:4]([O:3][CH2:1][CH3:2])=[O:5])[CH2:12][CH2:11]4)[CH:29]=3)[N:24]=[CH:23][N:22]=2)[CH:17]=[CH:18][CH:19]=1, predict the reactants needed to synthesize it. The reactants are: [CH2:1]([O:3][C:4]([CH2:6][N:7]1[CH2:12][CH2:11][NH:10][CH2:9][CH2:8]1)=[O:5])[CH3:2].[Br:13][C:14]1[CH:15]=[C:16]([NH:20][C:21]2[C:30]3[C:25](=[CH:26][C:27]([O:36][CH3:37])=[C:28]([O:31][CH2:32][CH:33]4[CH2:35][O:34]4)[CH:29]=3)[N:24]=[CH:23][N:22]=2)[CH:17]=[CH:18][CH:19]=1. (3) Given the product [C:22]1([C:28]2[O:32][C:31]([C:33]3[CH:38]=[CH:37][C:36]([C:2]4[C:15]5[C:10](=[CH:11][CH:12]=[CH:13][CH:14]=5)[C:9]([C:16]5[CH:17]=[N:18][CH:19]=[CH:20][CH:21]=5)=[C:8]5[C:3]=4[CH:4]=[CH:5][CH:6]=[CH:7]5)=[CH:35][CH:34]=3)=[N:30][N:29]=2)[CH:27]=[CH:26][CH:25]=[CH:24][CH:23]=1, predict the reactants needed to synthesize it. The reactants are: Br[C:2]1[C:15]2[C:10](=[CH:11][CH:12]=[CH:13][CH:14]=2)[C:9]([C:16]2[CH:17]=[N:18][CH:19]=[CH:20][CH:21]=2)=[C:8]2[C:3]=1[CH:4]=[CH:5][CH:6]=[CH:7]2.[C:22]1([C:28]2[O:32][C:31]([C:33]3[CH:38]=[CH:37][C:36](B(O)O)=[CH:35][CH:34]=3)=[N:30][N:29]=2)[CH:27]=[CH:26][CH:25]=[CH:24][CH:23]=1.C(=O)([O-])[O-].[Na+].[Na+].C1(C)C=CC=CC=1. (4) Given the product [ClH:30].[NH2:15][CH2:14][CH2:13][C@H:12]([C:16]1[CH:21]=[CH:20][CH:19]=[C:18]([O:22][CH2:23][CH:24]2[CH2:29][CH2:28][CH2:27][CH2:26][CH2:25]2)[CH:17]=1)[OH:11], predict the reactants needed to synthesize it. The reactants are: C([O:11][C@@H:12]([C:16]1[CH:21]=[CH:20][CH:19]=[C:18]([O:22][CH2:23][CH:24]2[CH2:29][CH2:28][CH2:27][CH2:26][CH2:25]2)[CH:17]=1)[CH2:13][CH2:14][NH2:15])(=O)C(C1C=CC=CC=1)O.[Cl-:30].[Na+].Cl.CC(O)C. (5) Given the product [CH2:1]([O:8][C:9]1[CH:14]=[CH:13][C:12]([C:15]([CH3:18])([CH3:16])[CH3:17])=[CH:11][C:10]=1[C:19]([CH3:23])([CH3:22])[CH2:20][OH:21])[C:2]1[CH:3]=[CH:4][CH:5]=[CH:6][CH:7]=1, predict the reactants needed to synthesize it. The reactants are: [CH2:1]([O:8][C:9]1[CH:14]=[CH:13][C:12]([C:15]([CH3:18])([CH3:17])[CH3:16])=[CH:11][C:10]=1[C:19]([CH3:23])([CH3:22])[CH:20]=[O:21])[C:2]1[CH:7]=[CH:6][CH:5]=[CH:4][CH:3]=1.[BH4-].[Na+].Cl.